Task: Predict the reactants needed to synthesize the given product.. Dataset: Full USPTO retrosynthesis dataset with 1.9M reactions from patents (1976-2016) (1) Given the product [OH:33][C:17]([CH2:19][CH2:20][CH2:21][CH2:22][C@H:23]1[C@@H:24]2[C@@H:25]([NH:28][C:29]([NH:31]2)=[O:30])[CH2:26][S:27]1)=[O:18], predict the reactants needed to synthesize it. The reactants are: C1C(=O)N(OC(CCCCCN[C:17]([CH2:19][CH2:20][CH2:21][CH2:22][C@@H:23]2[S:27][CH2:26][C@@H:25]3[NH:28][C:29]([NH:31][C@H:24]23)=[O:30])=[O:18])=O)C(=O)C1.C(=O)([O-])[O-:33]. (2) Given the product [C:13]([C:14]1[CH:19]=[C:18]([NH:20][S:21]([CH3:24])(=[O:22])=[O:23])[CH:17]=[C:16]([C:25]#[N:26])[CH:15]=1)(=[O:27])[CH3:5], predict the reactants needed to synthesize it. The reactants are: [Al](C)(C)C.[CH3:5]NCCNC.CO[C:13](=[O:27])[C:14]1[CH:19]=[C:18]([NH:20][S:21]([CH3:24])(=[O:23])=[O:22])[CH:17]=[C:16]([C:25]#[N:26])[CH:15]=1.Cl. (3) Given the product [CH3:41][C:42]1[N:8]([CH3:9])[C:7]2[C:2]([N:1]=1)=[C:3]([N:10]1[CH2:11][CH2:12][CH:13]([N:16]3[C:27]4[CH:29]=[CH:30][CH:31]=[CH:32][C:26]=4[NH:18][C:17]3=[O:25])[CH2:14][CH2:15]1)[N:4]=[CH:5][N:6]=2, predict the reactants needed to synthesize it. The reactants are: [NH2:1][C:2]1[C:3]([N:10]2[CH2:15][CH2:14][CH:13]([N:16]3C4C=CC=CC=4[NH:18][C:17]3=[O:25])[CH2:12][CH2:11]2)=[N:4][CH:5]=[N:6][C:7]=1[NH:8][CH3:9].[C:26]12(CS(O)(=O)=O)C(C)(C)[CH:30]([CH2:31][CH2:32]1)[CH2:29][C:27]2=O.[CH3:41][C:42](C)(C)C([O-])([O-])[O-].